Dataset: TCR-epitope binding with 47,182 pairs between 192 epitopes and 23,139 TCRs. Task: Binary Classification. Given a T-cell receptor sequence (or CDR3 region) and an epitope sequence, predict whether binding occurs between them. (1) The TCR CDR3 sequence is CASSEVYPAFF. The epitope is WICLLQFAY. Result: 0 (the TCR does not bind to the epitope). (2) The epitope is KLSYGIATV. The TCR CDR3 sequence is CASSELEEQYF. Result: 1 (the TCR binds to the epitope). (3) The epitope is KAYNVTQAF. The TCR CDR3 sequence is CASSLGTVDSYEQYF. Result: 0 (the TCR does not bind to the epitope).